Dataset: NCI-60 drug combinations with 297,098 pairs across 59 cell lines. Task: Regression. Given two drug SMILES strings and cell line genomic features, predict the synergy score measuring deviation from expected non-interaction effect. Drug 1: CC1=C2C(C(=O)C3(C(CC4C(C3C(C(C2(C)C)(CC1OC(=O)C(C(C5=CC=CC=C5)NC(=O)OC(C)(C)C)O)O)OC(=O)C6=CC=CC=C6)(CO4)OC(=O)C)OC)C)OC. Drug 2: CC1CCCC2(C(O2)CC(NC(=O)CC(C(C(=O)C(C1O)C)(C)C)O)C(=CC3=CSC(=N3)C)C)C. Cell line: U251. Synergy scores: CSS=39.7, Synergy_ZIP=1.24, Synergy_Bliss=-0.490, Synergy_Loewe=-5.44, Synergy_HSA=0.260.